This data is from Forward reaction prediction with 1.9M reactions from USPTO patents (1976-2016). The task is: Predict the product of the given reaction. (1) Given the reactants [NH:1]1[CH2:6][CH2:5][CH2:4][CH2:3][CH2:2]1.C[Al](C)C.C1(C)C=CC=CC=1.[CH3:18][O:19][C:20]([C:22]1[N:23]=[N:24][C:25]([C:32](OC)=[O:33])=[CH:26][C:27]=1[CH2:28][CH:29]([CH3:31])[CH3:30])=[O:21], predict the reaction product. The product is: [CH3:18][O:19][C:20]([C:22]1[N:23]=[N:24][C:25]([C:32]([N:1]2[CH2:6][CH2:5][CH2:4][CH2:3][CH2:2]2)=[O:33])=[CH:26][C:27]=1[CH2:28][CH:29]([CH3:31])[CH3:30])=[O:21]. (2) Given the reactants [F:1][C:2]1[CH:3]=[C:4]([N:8]2[CH:12]=[C:11]([NH:13][C:14](=[O:18])[CH:15]([CH3:17])[CH3:16])[C:10]([CH:19]=C)=[N:9]2)[CH:5]=[N:6][CH:7]=1.I([O-])(=O)(=O)=[O:22].[Na+], predict the reaction product. The product is: [F:1][C:2]1[CH:3]=[C:4]([N:8]2[CH:12]=[C:11]([NH:13][C:14](=[O:18])[CH:15]([CH3:17])[CH3:16])[C:10]([CH:19]=[O:22])=[N:9]2)[CH:5]=[N:6][CH:7]=1. (3) The product is: [Br:13][C:14]1[CH:19]=[CH:18][C:17]2[N:20]([CH2:21][CH2:22][N:23]3[CH2:24][CH2:25][CH2:26][CH2:27]3)[C:6](=[O:7])[NH:28][C:16]=2[CH:15]=1. Given the reactants C1N=CN([C:6](N2C=NC=C2)=[O:7])C=1.[Br:13][C:14]1[CH:15]=[C:16]([NH2:28])[C:17]([NH:20][CH2:21][CH2:22][N:23]2[CH2:27][CH2:26][CH2:25][CH2:24]2)=[CH:18][CH:19]=1, predict the reaction product. (4) Given the reactants [OH:1][N:2]=[C:3]([C:5]1[C:14]([OH:15])=[C:13]2[C:8]([CH:9]=[CH:10][CH:11]=[N:12]2)=[CH:7][N:6]=1)[NH2:4].[F:16][C:17]1[CH:22]=[CH:21][C:20]([CH2:23][C:24]([Cl:26])=O)=[CH:19][CH:18]=1, predict the reaction product. The product is: [ClH:26].[F:16][C:17]1[CH:22]=[CH:21][C:20]([CH2:23][C:24]2[O:1][N:2]=[C:3]([C:5]3[C:14]([OH:15])=[C:13]4[C:8]([CH:9]=[CH:10][CH:11]=[N:12]4)=[CH:7][N:6]=3)[N:4]=2)=[CH:19][CH:18]=1.